This data is from Catalyst prediction with 721,799 reactions and 888 catalyst types from USPTO. The task is: Predict which catalyst facilitates the given reaction. (1) Product: [C:5]([C:7]1[C:8]([O:33][C@H:34]([CH3:38])[CH2:35][O:36][CH3:37])=[CH:9][C:10]([NH:13][C:14]([N:16]2[C:25]3[C:20](=[CH:21][C:22]([CH2:1][NH:39][C@@H:40]([CH3:41])[CH2:42][OH:43])=[C:23]([CH:26]([O:29][CH3:30])[O:27][CH3:28])[N:24]=3)[CH2:19][CH2:18][CH2:17]2)=[O:15])=[N:11][CH:12]=1)#[N:6]. Reactant: [C:1]([BH3-])#N.[Na+].[C:5]([C:7]1[C:8]([O:33][C@H:34]([CH3:38])[CH2:35][O:36][CH3:37])=[CH:9][C:10]([NH:13][C:14]([N:16]2[C:25]3[C:20](=[CH:21][C:22](C=O)=[C:23]([CH:26]([O:29][CH3:30])[O:27][CH3:28])[N:24]=3)[CH2:19][CH2:18][CH2:17]2)=[O:15])=[N:11][CH:12]=1)#[N:6].[NH2:39][C@@H:40]([CH2:42][OH:43])[CH3:41]. The catalyst class is: 14. (2) Reactant: [C:1](#[N:5])[CH2:2][C:3]#[N:4].C([O-])([O-])=O.[K+].[K+].Cl[C:13]1[N:18]=[C:17]([N:19]2[CH2:24][CH2:23][CH:22]([C:25]3[C:33]4[C:28](=[N:29][CH:30]=[CH:31][C:32]=4[O:34][CH3:35])[NH:27][N:26]=3)[CH2:21][CH2:20]2)[N:16]=[C:15]([O:36][CH2:37][C@H:38]2[CH2:40][C@H:39]2[C:41]#[N:42])[N:14]=1.CS(C)=O. Product: [C:41]([C@@H:39]1[CH2:40][C@@H:38]1[CH2:37][O:36][C:15]1[N:16]=[C:17]([N:19]2[CH2:24][CH2:23][CH:22]([C:25]3[C:33]4[C:28](=[N:29][CH:30]=[CH:31][C:32]=4[O:34][CH3:35])[NH:27][N:26]=3)[CH2:21][CH2:20]2)[N:18]=[C:13]([CH:2]([C:1]#[N:5])[C:3]#[N:4])[N:14]=1)#[N:42]. The catalyst class is: 23. (3) Reactant: [CH3:1][C:2]1[N:3]=[C:4]([C:12]2[NH:13][C:14]3[C:19]([CH:20]=2)=[CH:18][CH:17]=[CH:16][C:15]=3[NH:21][S:22]([C:25]2[S:26][CH:27]=[CH:28][CH:29]=2)(=[O:24])=[O:23])[S:5][C:6]=1[C:7]([O:9]CC)=[O:8].[OH-].[Na+].O1CCCC1. Product: [CH3:1][C:2]1[N:3]=[C:4]([C:12]2[NH:13][C:14]3[C:19]([CH:20]=2)=[CH:18][CH:17]=[CH:16][C:15]=3[NH:21][S:22]([C:25]2[S:26][CH:27]=[CH:28][CH:29]=2)(=[O:24])=[O:23])[S:5][C:6]=1[C:7]([OH:9])=[O:8]. The catalyst class is: 5. (4) Reactant: [C:1]([O:5][C:6]([NH:8][C@@H:9]([CH2:42][C:43]1[CH:48]=[CH:47][CH:46]=[CH:45][CH:44]=1)[CH2:10][C@@H:11]1[O:15][C:14]([CH3:17])([CH3:16])[N:13]([C:18]([O:20][CH2:21][C:22]2[CH:27]=[CH:26][CH:25]=[CH:24][CH:23]=2)=[O:19])[C@H:12]1[CH2:28][C:29]1[CH:34]=[CH:33][C:32](OC(=O)C(F)(F)F)=[CH:31][CH:30]=1)=[O:7])([CH3:4])([CH3:3])[CH3:2].[Li+].[Cl-].C([Sn](CCCC)(CCCC)[C:56]1[N:61]=[C:60]([O:62][CH3:63])[CH:59]=[CH:58][CH:57]=1)CCC. Product: [C:1]([O:5][C:6]([NH:8][C@@H:9]([CH2:42][C:43]1[CH:44]=[CH:45][CH:46]=[CH:47][CH:48]=1)[CH2:10][C@@H:11]1[O:15][C:14]([CH3:16])([CH3:17])[N:13]([C:18]([O:20][CH2:21][C:22]2[CH:27]=[CH:26][CH:25]=[CH:24][CH:23]=2)=[O:19])[C@H:12]1[CH2:28][C:29]1[CH:30]=[CH:31][C:32]([C:56]2[CH:57]=[CH:58][CH:59]=[C:60]([O:62][CH3:63])[N:61]=2)=[CH:33][CH:34]=1)=[O:7])([CH3:3])([CH3:2])[CH3:4]. The catalyst class is: 233. (5) Reactant: [OH-].[K+].[Cl:3][C:4]1[CH:9]=[CH:8][C:7]([C:10](=[O:12])[CH3:11])=[CH:6][CH:5]=1.[CH3:13][O:14][C:15]1[CH:22]=[CH:21][CH:20]=[CH:19][C:16]=1[CH:17]=O.CC(O)=O. Product: [Cl:3][C:4]1[CH:9]=[CH:8][C:7]([C:10](=[O:12])/[CH:11]=[CH:17]/[C:16]2[CH:19]=[CH:20][CH:21]=[CH:22][C:15]=2[O:14][CH3:13])=[CH:6][CH:5]=1. The catalyst class is: 5.